This data is from NCI-60 drug combinations with 297,098 pairs across 59 cell lines. The task is: Regression. Given two drug SMILES strings and cell line genomic features, predict the synergy score measuring deviation from expected non-interaction effect. (1) Drug 1: C1CCC(C1)C(CC#N)N2C=C(C=N2)C3=C4C=CNC4=NC=N3. Drug 2: CC1=C(C=C(C=C1)NC(=O)C2=CC=C(C=C2)CN3CCN(CC3)C)NC4=NC=CC(=N4)C5=CN=CC=C5. Cell line: SK-MEL-28. Synergy scores: CSS=-5.64, Synergy_ZIP=2.61, Synergy_Bliss=1.32, Synergy_Loewe=-4.34, Synergy_HSA=-3.27. (2) Drug 1: CCN(CC)CCNC(=O)C1=C(NC(=C1C)C=C2C3=C(C=CC(=C3)F)NC2=O)C. Drug 2: CN(C(=O)NC(C=O)C(C(C(CO)O)O)O)N=O. Cell line: HT29. Synergy scores: CSS=2.14, Synergy_ZIP=-2.39, Synergy_Bliss=-3.89, Synergy_Loewe=-3.79, Synergy_HSA=-2.60. (3) Synergy scores: CSS=15.8, Synergy_ZIP=-5.19, Synergy_Bliss=-2.52, Synergy_Loewe=-2.76, Synergy_HSA=-2.76. Drug 1: C1=C(C(=O)NC(=O)N1)N(CCCl)CCCl. Cell line: UO-31. Drug 2: C#CCC(CC1=CN=C2C(=N1)C(=NC(=N2)N)N)C3=CC=C(C=C3)C(=O)NC(CCC(=O)O)C(=O)O. (4) Drug 1: CC1C(C(CC(O1)OC2CC(OC(C2O)C)OC3=CC4=CC5=C(C(=O)C(C(C5)C(C(=O)C(C(C)O)O)OC)OC6CC(C(C(O6)C)O)OC7CC(C(C(O7)C)O)OC8CC(C(C(O8)C)O)(C)O)C(=C4C(=C3C)O)O)O)O. Drug 2: CC(C)(C#N)C1=CC(=CC(=C1)CN2C=NC=N2)C(C)(C)C#N. Cell line: RPMI-8226. Synergy scores: CSS=26.4, Synergy_ZIP=5.32, Synergy_Bliss=5.14, Synergy_Loewe=-0.305, Synergy_HSA=0.0520. (5) Drug 1: C1=CC(=CC=C1CCCC(=O)O)N(CCCl)CCCl. Drug 2: C1C(C(OC1N2C=C(C(=O)NC2=O)F)CO)O. Cell line: SK-MEL-2. Synergy scores: CSS=20.9, Synergy_ZIP=-6.38, Synergy_Bliss=-3.13, Synergy_Loewe=-17.8, Synergy_HSA=-3.99. (6) Drug 1: CC1=CC=C(C=C1)C2=CC(=NN2C3=CC=C(C=C3)S(=O)(=O)N)C(F)(F)F. Drug 2: CC1=C(C(=O)C2=C(C1=O)N3CC4C(C3(C2COC(=O)N)OC)N4)N. Cell line: UACC-257. Synergy scores: CSS=9.52, Synergy_ZIP=-1.33, Synergy_Bliss=-0.105, Synergy_Loewe=-28.0, Synergy_HSA=-2.08. (7) Drug 1: CN(CC1=CN=C2C(=N1)C(=NC(=N2)N)N)C3=CC=C(C=C3)C(=O)NC(CCC(=O)O)C(=O)O. Drug 2: CC1=C(C=C(C=C1)C(=O)NC2=CC(=CC(=C2)C(F)(F)F)N3C=C(N=C3)C)NC4=NC=CC(=N4)C5=CN=CC=C5. Cell line: MALME-3M. Synergy scores: CSS=9.96, Synergy_ZIP=-2.08, Synergy_Bliss=2.59, Synergy_Loewe=-9.23, Synergy_HSA=2.51.